Dataset: Forward reaction prediction with 1.9M reactions from USPTO patents (1976-2016). Task: Predict the product of the given reaction. Given the reactants C(O[CH:4](OCC)[CH2:5][O:6][C:7]1[CH:8]=[CH:9][C:10]([O:13][C:14]2[CH:15]=[C:16]3[C:21](=[CH:22][CH:23]=2)[N:20]=[CH:19][N:18]=[C:17]3[NH:24][C:25]2[CH:29]=[CH:28][N:27]([CH3:30])[N:26]=2)=[N:11][CH:12]=1)C.[CH2:34]([NH:36][CH3:37])[CH3:35], predict the reaction product. The product is: [CH2:34]([N:36]([CH3:37])[CH2:4][CH2:5][O:6][C:7]1[CH:8]=[CH:9][C:10]([O:13][C:14]2[CH:15]=[C:16]3[C:21](=[CH:22][CH:23]=2)[N:20]=[CH:19][N:18]=[C:17]3[NH:24][C:25]2[CH:29]=[CH:28][N:27]([CH3:30])[N:26]=2)=[N:11][CH:12]=1)[CH3:35].